The task is: Binary Classification. Given a miRNA mature sequence and a target amino acid sequence, predict their likelihood of interaction.. This data is from Experimentally validated miRNA-target interactions with 360,000+ pairs, plus equal number of negative samples. (1) The miRNA is hsa-miR-499b-3p with sequence AACAUCACUGCAAGUCUUAACA. The protein sequence of the target gene is MYRTKVGLKDRQQLYKLIISQLLYDGYISIANGLINEIKPQSVCAPSEQLLHLIKLGMENDDTAVQYAIGRSDTVAPGTGIDLEFDADVQTMSPEASEYETCYVTSHKGPCRVATYSRDGQLIATGSADASIKILDTERMLAKSAMPIEVMMNETAQQNMENHPVIRTLYDHVDEVTCLAFHPTEQILASGSRDYTLKLFDYSKPSAKRAFKYIQEAEMLRSISFHPSGDFILVGTQHPTLRLYDINTFQCFVSCNPQDQHTDAICSVNYNSSANMYVTGSKDGCIKLWDGVSNRCITTF.... Result: 1 (interaction). (2) The miRNA is hsa-miR-548aj-3p with sequence UAAAAACUGCAAUUACUUUUA. The protein sequence of the target gene is MSRRLLPRAEKRRRRLEQRQQPDEQRRRSGAMVKMAAAGGGGGGGRYYGGGSEGGRAPKRLKTDNAGDQHGGGGGGGGGAGAAGGGGGGENYDDPHKTPASPVVHIRGLIDGVVEADLVEALQEFGPISYVVVMPKKRQALVEFEDVLGACNAVNYAADNQIYIAGHPAFVNYSTSQKISRPGDSDDSRSVNSVLLFTILNPIYSITTDVLYTICNPCGPVQRIVIFRKNGVQAMVEFDSVQSAQRAKASLNGADIYSGCCTLKIEYAKPTRLNVFKNDQDTWDYTNPNLSGQGDPGSNP.... Result: 0 (no interaction). (3) The miRNA is hsa-miR-4428 with sequence CAAGGAGACGGGAACAUGGAGC. The protein sequence of the target gene is MTPRRSRVKRRNLRKPKMRFLLVNRFTLLLLLLVSPTPVLQAPTNLTDSGLDQEPFLYLVGRKKLLDAQYKCYDRIHQLPSYEGEGLYCNRTWDGWMCWDDTPAGATAYQHCPDYFPDFDTAEKVSKYCDENGEWFRHPDSNRTWSNYTLCNAFTSEKLQNAYVLYYLALVGHSLSIAALVASMLIFWIFKNLSCQRVTLHKHMFLTYILNSIIIIIHLVEVVPNGDLVRRDPMHIFHHNTHMWTMQWELSPPLPLSAHEGKMDPHASEVISCKVLHFLHQYMMSCNYFWMLCEGIYLHT.... Result: 0 (no interaction). (4) The miRNA is mmu-miR-24-3p with sequence UGGCUCAGUUCAGCAGGAACAG. The protein sequence of the target gene is MLHFIQKVSGASSKMLKNPFTVRLGAGRIDILSLKTCLLQNFSSLPPRTWLSPSFQVCMRKIQCYHVSPCNFKKQKAVLPPKKRSTITYLLDSPKPALYITLAGLIPFTAPPLLMVITKSYIPVLAFTQMAYGAGFLAFLGGIRWGFVLPESSPAKPDYINLASSMSPILFSWAAILFSERLNEAIVTLIIGLGIALHNELFLLPHYPNWFKALRIVSTLVAFISFVVTLILENIYPEKGPKRPD. Result: 1 (interaction). (5) The miRNA is hsa-miR-3674 with sequence AUUGUAGAACCUAAGAUUGGCC. The protein sequence of the target gene is MWGFRLLRSPPLLLLLPQLGIGNASSCSQARTMNPGGSGGARCSLSAEVRRRQCLQLSTVPGADPQRSNELLLLAAAGEGLERQDLPGDPAKEEPQPPPQHHVLYFPGDVQNYHEIMTRHPENYQWENWSLENVATILAHRFPNSYIWVIKCSRMHLHKFSCYDNFVKSNMFGAPEHNTDFGAFKHLYMLLVNAFNLSQNSLSKKSLNVWNKDSIASNCRSSPSHTTNGCQGEKVRTCEKSDESAMSFYPPSLNDASFTLIGFSKGCVVLNQLLFELKEAKKDKNIDAFIKSIRTMYWLD.... Result: 1 (interaction).